From a dataset of Retrosynthesis with 50K atom-mapped reactions and 10 reaction types from USPTO. Predict the reactants needed to synthesize the given product. (1) Given the product COC(=O)C=Cc1ccc(NC(=O)c2ccc3ccccc3c2)cc1, predict the reactants needed to synthesize it. The reactants are: COC(=O)C=Cc1ccc(N)cc1.O=C(Cl)c1ccc2ccccc2c1. (2) The reactants are: C#Cc1ccc(CCCC)cc1.CCCc1c(F)cccc1Br. Given the product CCCCc1ccc(C#Cc2cccc(F)c2CCC)cc1, predict the reactants needed to synthesize it. (3) Given the product CCCCCCCCNC1CC(C)(C)NC(C)(C)C1, predict the reactants needed to synthesize it. The reactants are: CC1(C)CC(=O)CC(C)(C)N1.CCCCCCCCN. (4) The reactants are: CNC(=O)C1CN(CC(=O)Nc2c(C)cc(C)cc2C)CCN1.Fc1ccc(C(CCCI)c2ccc(F)cc2)cc1. Given the product CNC(=O)C1CN(CC(=O)Nc2c(C)cc(C)cc2C)CCN1CCCC(c1ccc(F)cc1)c1ccc(F)cc1, predict the reactants needed to synthesize it. (5) Given the product CCCC[Sn](CCCC)(CCCC)c1cc(SC)nc(C)n1, predict the reactants needed to synthesize it. The reactants are: CCCC[Sn](CCCC)(CCCC)c1cc(Cl)nc(C)n1.C[S-]. (6) Given the product CCc1cc(-c2ccc(Cl)cc2)nc2c(C#Cc3ccc(N)nc3)cnn12, predict the reactants needed to synthesize it. The reactants are: C#Cc1ccc(N)nc1.CCc1cc(-c2ccc(Cl)cc2)nc2c(I)cnn12. (7) Given the product CN1CCC(c2ccc(-c3cc4nccn4c(-c4cn[nH]c4)n3)cc2)CC1, predict the reactants needed to synthesize it. The reactants are: CC1(C)OB(c2cn[nH]c2)OC1(C)C.CN1CCC(c2ccc(-c3cc4nccn4c(Cl)n3)cc2)CC1. (8) Given the product NCc1c(OCCO)cccc1OCCO, predict the reactants needed to synthesize it. The reactants are: O=Cc1c(OCCO)cccc1OCCO.[BH3-]C#N. (9) Given the product COc1ccc(CO[Si](C)(C)C(C)(C)C)cc1C1(N2C[C@H](O)C[C@H]2C(=O)N(C)C)C(=O)Nc2ccc(Cl)cc21, predict the reactants needed to synthesize it. The reactants are: CN(C)C(=O)[C@@H]1C[C@@H](O)CN1.COc1ccc(CO[Si](C)(C)C(C)(C)C)cc1C1(O)C(=O)Nc2ccc(Cl)cc21.